From a dataset of Full USPTO retrosynthesis dataset with 1.9M reactions from patents (1976-2016). Predict the reactants needed to synthesize the given product. Given the product [Cl:16][C:10]1[CH:9]=[C:8]2[C:13]([C:14]([OH:15])=[C:5]([C:3]([NH:18][C@@H:19]([CH3:20])[C:21]([OH:23])=[O:22])=[O:4])[C:6](=[O:17])[O:7]2)=[CH:12][CH:11]=1, predict the reactants needed to synthesize it. The reactants are: CO[C:3]([C:5]1[C:6](=[O:17])[O:7][C:8]2[C:13]([C:14]=1[OH:15])=[CH:12][CH:11]=[C:10]([Cl:16])[CH:9]=2)=[O:4].[NH2:18][C@H:19]([C:21]([OH:23])=[O:22])[CH3:20].C[O-].[Na+].Cl.